The task is: Predict the product of the given reaction.. This data is from Forward reaction prediction with 1.9M reactions from USPTO patents (1976-2016). (1) The product is: [OH:42][C:41]1[CH:49]=[CH:50][C:38]([N:37]([CH2:17][C:18]2[S:19][CH:20]=[C:21]([C:23]([NH:13][CH2:12][C:11]3[CH:10]=[CH:9][C:8]([O:1][C:2]4[CH:3]=[CH:4][CH:5]=[CH:6][CH:7]=4)=[CH:15][CH:14]=3)=[O:24])[N:22]=2)[C:34](=[O:35])[CH2:33][CH2:32][C:26]2[CH:31]=[CH:30][CH:29]=[CH:28][CH:27]=2)=[CH:39][C:40]=1[C:45]([OH:46])=[O:44]. Given the reactants [O:1]([C:8]1[CH:15]=[CH:14][C:11]([CH2:12][NH2:13])=[CH:10][CH:9]=1)[C:2]1[CH:7]=[CH:6][CH:5]=[CH:4][CH:3]=1.Cl[CH2:17][C:18]1[S:19][CH:20]=[C:21]([C:23](Cl)=[O:24])[N:22]=1.[C:26]1([CH2:32][CH2:33][C:34](Cl)=[O:35])[CH:31]=[CH:30][CH:29]=[CH:28][CH:27]=1.[NH2:37][C:38]1[CH:50]=[CH:49][C:41]2[O:42]C(C)(C)[O:44][C:45](=[O:46])[C:40]=2[CH:39]=1, predict the reaction product. (2) Given the reactants [F:1][C:2]1[CH:7]=[CH:6][CH:5]=[CH:4][C:3]=1[CH:8]1[CH2:13][C:12](=[O:14])[CH2:11][C:10](=[O:15])[CH2:9]1.[C:16]([O-])(=[O:18])[CH3:17].[Na+].C(C1C(=O)CC(C2C=CC(F)=CC=2)CC1=O)(=O)C, predict the reaction product. The product is: [C:16]([CH:11]1[C:12](=[O:14])[CH2:13][CH:8]([C:3]2[CH:4]=[CH:5][CH:6]=[CH:7][C:2]=2[F:1])[CH2:9][C:10]1=[O:15])(=[O:18])[CH3:17]. (3) Given the reactants [CH2:1]([C:8]1[C:16]2[C:11](=[CH:12][CH:13]=[C:14](Br)[CH:15]=2)[N:10]([CH3:18])[C:9]=1[CH3:19])[C:2]1[CH:7]=[CH:6][CH:5]=[CH:4][CH:3]=1.C([O-])([O-])=O.[K+].[K+].[CH3:26][O:27][C:28]1[CH:33]=[CH:32][C:31](B(O)O)=[CH:30][CH:29]=1.ClCCl, predict the reaction product. The product is: [CH2:1]([C:8]1[C:16]2[C:11](=[CH:12][CH:13]=[C:14]([C:31]3[CH:32]=[CH:33][C:28]([O:27][CH3:26])=[CH:29][CH:30]=3)[CH:15]=2)[N:10]([CH3:18])[C:9]=1[CH3:19])[C:2]1[CH:7]=[CH:6][CH:5]=[CH:4][CH:3]=1. (4) Given the reactants [CH3:1][CH:2]([CH2:4][CH:5]=[CH:6][C@H:7]([C@@H:9]1[C@:26]2([CH3:27])[C@H:12]([C@H:13]3[C@H:23]([CH2:24][CH2:25]2)[C@:21]2([CH3:22])[C:16](=[CH:17][C:18](=O)[CH2:19][CH2:20]2)[CH2:15][CH2:14]3)[CH2:11][CH2:10]1)[CH3:8])[CH3:3].Cl.[NH2:30][OH:31], predict the reaction product. The product is: [CH3:1][CH:2]([CH2:4][CH:5]=[CH:6][C@H:7]([C@@H:9]1[C@:26]2([CH3:27])[C@H:12]([C@H:13]3[C@H:23]([CH2:24][CH2:25]2)[C@:21]2([CH3:22])[C:16](=[CH:17][C:18](=[N:30][OH:31])[CH2:19][CH2:20]2)[CH2:15][CH2:14]3)[CH2:11][CH2:10]1)[CH3:8])[CH3:3]. (5) The product is: [Cl:1][C:2]1[CH:3]=[CH:4][C:5]([N:8]2[CH:9]([OH:18])[C:10]3[C:15](=[N:14][CH:13]=[CH:12][N:11]=3)[C:16]2=[O:17])=[N:6][CH:7]=1. Given the reactants [Cl:1][C:2]1[CH:3]=[CH:4][C:5]([N:8]2[C:16](=[O:17])[C:15]3[C:10](=[N:11][CH:12]=[CH:13][N:14]=3)[C:9]2=[O:18])=[N:6][CH:7]=1.[BH4-].[Na+].[OH-].[Na+], predict the reaction product. (6) Given the reactants [CH:1]1([C:4]([C:9]2[CH:14]=[CH:13][CH:12]=[CH:11][CH:10]=2)([CH3:8])[C:5]([OH:7])=[O:6])[CH2:3][CH2:2]1.O[CH:16]1[CH2:21][CH2:20][N:19]([CH3:22])[CH2:18][CH2:17]1, predict the reaction product. The product is: [CH:1]1([C:4]([C:9]2[CH:10]=[CH:11][CH:12]=[CH:13][CH:14]=2)([CH3:8])[C:5]([O:7][CH:16]2[CH2:21][CH2:20][N:19]([CH3:22])[CH2:18][CH2:17]2)=[O:6])[CH2:3][CH2:2]1. (7) Given the reactants Br[CH2:2][CH2:3][CH2:4][CH2:5][CH2:6]Br.[Mg].II.BrC(Br)(CC)CC.[C:18]1(=[O:24])[O:23][CH2:22][CH2:21][CH2:20][CH2:19]1, predict the reaction product. The product is: [OH:23][CH2:22][CH2:21][CH2:20][CH2:19][C:18]1([OH:24])[CH2:6][CH2:5][CH2:4][CH2:3][CH2:2]1.